This data is from NCI-60 drug combinations with 297,098 pairs across 59 cell lines. The task is: Regression. Given two drug SMILES strings and cell line genomic features, predict the synergy score measuring deviation from expected non-interaction effect. (1) Drug 1: CC12CCC(CC1=CCC3C2CCC4(C3CC=C4C5=CN=CC=C5)C)O. Drug 2: COC1=C(C=C2C(=C1)N=CN=C2NC3=CC(=C(C=C3)F)Cl)OCCCN4CCOCC4. Cell line: SR. Synergy scores: CSS=23.4, Synergy_ZIP=-4.16, Synergy_Bliss=-2.46, Synergy_Loewe=-2.87, Synergy_HSA=-0.845. (2) Drug 1: C1CC(=O)NC(=O)C1N2CC3=C(C2=O)C=CC=C3N. Drug 2: C1=NC2=C(N1)C(=S)N=CN2. Cell line: UACC62. Synergy scores: CSS=21.2, Synergy_ZIP=-10.9, Synergy_Bliss=-7.46, Synergy_Loewe=-7.01, Synergy_HSA=-6.89. (3) Drug 1: C1=C(C(=O)NC(=O)N1)F. Drug 2: CC12CCC3C(C1CCC2OP(=O)(O)O)CCC4=C3C=CC(=C4)OC(=O)N(CCCl)CCCl.[Na+]. Cell line: SF-268. Synergy scores: CSS=21.9, Synergy_ZIP=-2.58, Synergy_Bliss=0.732, Synergy_Loewe=-5.41, Synergy_HSA=1.95. (4) Drug 1: CN1C2=C(C=C(C=C2)N(CCCl)CCCl)N=C1CCCC(=O)O.Cl. Drug 2: C1CC(=O)NC(=O)C1N2C(=O)C3=CC=CC=C3C2=O. Cell line: KM12. Synergy scores: CSS=0.439, Synergy_ZIP=1.79, Synergy_Bliss=-1.50, Synergy_Loewe=0.649, Synergy_HSA=-3.61. (5) Drug 1: C1CN1C2=NC(=NC(=N2)N3CC3)N4CC4. Drug 2: C1CN(P(=O)(OC1)NCCCl)CCCl. Cell line: HCC-2998. Synergy scores: CSS=16.5, Synergy_ZIP=-3.87, Synergy_Bliss=-8.90, Synergy_Loewe=-24.9, Synergy_HSA=-9.04. (6) Drug 1: CC1=CC2C(CCC3(C2CCC3(C(=O)C)OC(=O)C)C)C4(C1=CC(=O)CC4)C. Drug 2: CCN(CC)CCCC(C)NC1=C2C=C(C=CC2=NC3=C1C=CC(=C3)Cl)OC. Cell line: MCF7. Synergy scores: CSS=16.6, Synergy_ZIP=-2.57, Synergy_Bliss=4.98, Synergy_Loewe=-21.6, Synergy_HSA=-4.84. (7) Drug 1: CN(C)C1=NC(=NC(=N1)N(C)C)N(C)C. Drug 2: CC1=C2C(C(=O)C3(C(CC4C(C3C(C(C2(C)C)(CC1OC(=O)C(C(C5=CC=CC=C5)NC(=O)OC(C)(C)C)O)O)OC(=O)C6=CC=CC=C6)(CO4)OC(=O)C)O)C)O. Cell line: HOP-92. Synergy scores: CSS=32.2, Synergy_ZIP=0.584, Synergy_Bliss=5.38, Synergy_Loewe=-73.7, Synergy_HSA=4.79. (8) Drug 1: CC1=CC2C(CCC3(C2CCC3(C(=O)C)OC(=O)C)C)C4(C1=CC(=O)CC4)C. Cell line: U251. Drug 2: CN(CC1=CN=C2C(=N1)C(=NC(=N2)N)N)C3=CC=C(C=C3)C(=O)NC(CCC(=O)O)C(=O)O. Synergy scores: CSS=29.2, Synergy_ZIP=-1.98, Synergy_Bliss=-0.788, Synergy_Loewe=-35.6, Synergy_HSA=-0.640. (9) Drug 1: CC1OCC2C(O1)C(C(C(O2)OC3C4COC(=O)C4C(C5=CC6=C(C=C35)OCO6)C7=CC(=C(C(=C7)OC)O)OC)O)O. Synergy scores: CSS=16.1, Synergy_ZIP=-8.82, Synergy_Bliss=-8.26, Synergy_Loewe=-5.25, Synergy_HSA=-5.07. Cell line: NCI-H226. Drug 2: C1=CN(C(=O)N=C1N)C2C(C(C(O2)CO)O)O.Cl.